Dataset: Forward reaction prediction with 1.9M reactions from USPTO patents (1976-2016). Task: Predict the product of the given reaction. Given the reactants [Cl-].[Mg+2].[Cl-].[CH3:4][S:5]([CH2:8]P(=O)(OCC)OCC)(=[O:7])=[O:6].C(N(CC)CC)C.[Cl:24][C:25]1[CH:26]=[C:27]([C:32](=O)[C:33]([F:36])([F:35])[F:34])[CH:28]=[C:29]([Cl:31])[CH:30]=1.[C:38]1(C)[CH:43]=[CH:42]C=[CH:40][CH:39]=1, predict the reaction product. The product is: [C:4]1([S:5]([CH:8]=[C:32]([C:27]2[CH:26]=[C:25]([Cl:24])[CH:30]=[C:29]([Cl:31])[CH:28]=2)[C:33]([F:36])([F:35])[F:34])(=[O:6])=[O:7])[CH:42]=[CH:43][CH:38]=[CH:39][CH:40]=1.